From a dataset of Forward reaction prediction with 1.9M reactions from USPTO patents (1976-2016). Predict the product of the given reaction. (1) Given the reactants [C:1](CN1C2=NC=CC(Cl)=C2C(C(O)=O)=C1)(=[O:3])[NH2:2].[NH2:18][CH2:19][C@:20]1([OH:27])[CH2:25][CH2:24][CH2:23][C@H:22]([CH3:26])[CH2:21]1.[CH3:28][CH2:29][N:30]([CH2:33]C)CC.[CH2:35]([Cl:38])[CH2:36]Cl.[N:39]1(O)[C:43]2[CH:44]=[CH:45]C=C[C:42]=2N=N1.C1C[O:52]CC1, predict the reaction product. The product is: [OH:27][C@@:20]1([CH2:19][NH:18][C:45]([C:44]2[C:36]3[C:33](=[N:30][CH:29]=[CH:28][C:35]=3[Cl:38])[N:39]([C:1](=[O:3])[NH2:2])[C:43]=2[CH3:42])=[O:52])[CH2:25][CH2:24][CH2:23][C@H:22]([CH3:26])[CH2:21]1. (2) Given the reactants [CH3:1][S:2]([C:5]1[CH:10]=[CH:9][C:8]([C:11]2[CH:12]=[N:13][C:14]([O:17][CH2:18][CH:19]3[CH2:24][CH2:23][N:22]([C:25]([O:27]C(C)(C)C)=O)[CH2:21][CH2:20]3)=[N:15][CH:16]=2)=[CH:7][CH:6]=1)(=[O:4])=[O:3].C(O)(C(F)(F)F)=O.C(Cl)(=O)[C:40]1[CH:45]=[CH:44][CH:43]=[CH:42][CH:41]=1.C(N(CC)CC)C, predict the reaction product. The product is: [C:25]([N:22]1[CH2:21][CH2:20][CH:19]([CH2:18][O:17][C:14]2[N:13]=[CH:12][C:11]([C:8]3[CH:9]=[CH:10][C:5]([S:2]([CH3:1])(=[O:4])=[O:3])=[CH:6][CH:7]=3)=[CH:16][N:15]=2)[CH2:24][CH2:23]1)(=[O:27])[C:40]1[CH:45]=[CH:44][CH:43]=[CH:42][CH:41]=1.